Dataset: Forward reaction prediction with 1.9M reactions from USPTO patents (1976-2016). Task: Predict the product of the given reaction. (1) Given the reactants [C:1]([O:5][C:6](=[O:17])[NH:7][C:8]1[C:13]([CH2:14]Br)=[CH:12][CH:11]=[C:10]([Cl:16])[N:9]=1)([CH3:4])([CH3:3])[CH3:2].[F:18][C:19]1[C:24]([F:25])=[CH:23][CH:22]=[CH:21][C:20]=1[C:26]1[N:34]=[C:29]2[CH:30]=[N:31][NH:32][CH:33]=[C:28]2[N:27]=1, predict the reaction product. The product is: [C:1]([O:5][C:6](=[O:17])[NH:7][C:8]1[C:13]([CH2:14][N:31]2[CH:30]=[C:29]3[N:34]=[C:26]([C:20]4[CH:21]=[CH:22][CH:23]=[C:24]([F:25])[C:19]=4[F:18])[N:27]=[C:28]3[CH:33]=[N:32]2)=[CH:12][CH:11]=[C:10]([Cl:16])[N:9]=1)([CH3:4])([CH3:3])[CH3:2]. (2) Given the reactants [N:1]1[CH:6]=[CH:5][CH:4]=[C:3]([C:7]2[CH:11]=[C:10]([C:12]([F:15])([F:14])[F:13])[N:9]([C:16]3[N:21]=[CH:20][C:19]([NH2:22])=[CH:18][CH:17]=3)[N:8]=2)[CH:2]=1.C(N(CC)C(C)C)(C)C.[O:32]1[CH2:37][CH2:36][CH:35]([C:38](Cl)=[O:39])[CH2:34][CH2:33]1, predict the reaction product. The product is: [N:1]1[CH:6]=[CH:5][CH:4]=[C:3]([C:7]2[CH:11]=[C:10]([C:12]([F:13])([F:14])[F:15])[N:9]([C:16]3[N:21]=[CH:20][C:19]([NH:22][C:38]([CH:35]4[CH2:36][CH2:37][O:32][CH2:33][CH2:34]4)=[O:39])=[CH:18][CH:17]=3)[N:8]=2)[CH:2]=1. (3) Given the reactants CCN=C=N[CH2:6][CH2:7][CH2:8]N(C)C.Cl.C1C=CC2N(O)N=NC=2C=1.[Br:23][C:24]1[CH:29]=[CH:28][C:27]([NH:30][C:31]2[C:36]([C:37](O)=[O:38])=[CH:35][N:34]3[C:40]([CH2:43][NH:44][CH2:45]C(OC(C)(C)C)=O)=[CH:41][N:42]=[C:33]3[C:32]=2[Cl:53])=[C:26]([Cl:54])[CH:25]=1.[CH:55]1([CH2:58][O:59][NH2:60])[CH2:57][CH2:56]1.[CH2:61](N(CC)CC)C.[C:68]([O:71]CC)(=[O:70])C, predict the reaction product. The product is: [C:7]([O:71][C:68](=[O:70])[N:44]([CH2:43][C:40]1[N:34]2[CH:35]=[C:36]([C:37](=[O:38])[NH:60][O:59][CH2:58][CH:55]3[CH2:57][CH2:56]3)[C:31]([NH:30][C:27]3[CH:28]=[CH:29][C:24]([Br:23])=[CH:25][C:26]=3[Cl:54])=[C:32]([Cl:53])[C:33]2=[N:42][CH:41]=1)[CH3:45])([CH3:8])([CH3:61])[CH3:6].